Dataset: Reaction yield outcomes from USPTO patents with 853,638 reactions. Task: Predict the reaction yield, written as a fraction of the theoretical maximum amount of product (1.0 means a 100% yield; for example, 0.34 means a 34% yield). The reactants are Cl.[Cl:2][C:3]1[CH:28]=[CH:27][C:6]2[N:7]3[C:11]([CH2:12][NH:13][CH2:14][C:5]=2[CH:4]=1)=[N:10][N:9]=[C:8]3[C@H:15]1[CH2:20][CH2:19][C@H:18]([C:21]2[CH:26]=[CH:25][CH:24]=[CH:23][CH:22]=2)[CH2:17][CH2:16]1.C(=O)([O-])[O-].[K+].[K+].Br.Br[CH2:37][C:38]1[CH:43]=[CH:42][CH:41]=[CH:40][N:39]=1. The catalyst is C(#N)C. The product is [Cl:2][C:3]1[CH:28]=[CH:27][C:6]2[N:7]3[C:11]([CH2:12][N:13]([CH2:37][C:38]4[CH:43]=[CH:42][CH:41]=[CH:40][N:39]=4)[CH2:14][C:5]=2[CH:4]=1)=[N:10][N:9]=[C:8]3[C@H:15]1[CH2:20][CH2:19][C@H:18]([C:21]2[CH:22]=[CH:23][CH:24]=[CH:25][CH:26]=2)[CH2:17][CH2:16]1. The yield is 0.790.